Dataset: Full USPTO retrosynthesis dataset with 1.9M reactions from patents (1976-2016). Task: Predict the reactants needed to synthesize the given product. Given the product [C:49]1([CH:34]([C:28]2[CH:33]=[CH:32][CH:31]=[CH:30][CH:29]=2)[CH2:35][N:36]([CH2:2][CH2:3][CH2:4][OH:5])[CH2:37][C:38]2[CH:43]=[CH:42][CH:41]=[C:40]([C:44]([F:45])([F:46])[F:47])[C:39]=2[Cl:48])[CH:50]=[CH:51][CH:52]=[CH:53][CH:54]=1, predict the reactants needed to synthesize it. The reactants are: Br[CH2:2][CH2:3][CH2:4][OH:5].N[C@H](C(O)=O)CC1C=C2C(C=CC=C2)=CC=1.C([O-])([O-])=O.[K+].[K+].[C:28]1([CH:34]([C:49]2[CH:54]=[CH:53][CH:52]=[CH:51][CH:50]=2)[CH2:35][NH:36][CH2:37][C:38]2[CH:43]=[CH:42][CH:41]=[C:40]([C:44]([F:47])([F:46])[F:45])[C:39]=2[Cl:48])[CH:33]=[CH:32][CH:31]=[CH:30][CH:29]=1.